This data is from Catalyst prediction with 721,799 reactions and 888 catalyst types from USPTO. The task is: Predict which catalyst facilitates the given reaction. (1) Reactant: [CH2:1]([O:4][C:5]1[CH:10]=[CH:9][C:8]([CH2:11][SH:12])=[C:7]([CH3:13])[CH:6]=1)[CH:2]=[CH2:3].[N:14]1([CH2:19][CH2:20]OS(C2C=CC(C)=CC=2)(=O)=O)[CH:18]=[CH:17][N:16]=[N:15]1.[H-].[Na+]. Product: [CH2:1]([O:4][C:5]1[CH:10]=[CH:9][C:8]([CH2:11][S:12][CH2:20][CH2:19][N:14]2[CH:18]=[CH:17][N:16]=[N:15]2)=[C:7]([CH3:13])[CH:6]=1)[CH:2]=[CH2:3]. The catalyst class is: 288. (2) Reactant: Br[C:2]1[C:3]([Cl:9])=[N:4][C:5]([Cl:8])=[N:6][CH:7]=1.C([Mg]C(C)C)(C)C.[Cl-].CN([CH:21]=[O:22])C. Product: [Cl:8][C:5]1[N:4]=[C:3]([Cl:9])[C:2]([CH:21]=[O:22])=[CH:7][N:6]=1. The catalyst class is: 1. (3) Reactant: [CH3:1][C:2]1[C:3](=[O:27])[C:4]2[C:9]([C:10](=[O:26])[C:11]=1[CH:12](C(=O)[C@H](C)NC(OC(C)(C)C)=O)[NH2:13])=[CH:8][CH:7]=[CH:6][CH:5]=2.[NH:28]([C:36]([O:38][C:39]([CH3:42])([CH3:41])[CH3:40])=[O:37])[C@@H:29]([C:33]([OH:35])=O)[CH:30]([CH3:32])[CH3:31].CN(C(ON1N=NC2C=CC=CC1=2)=[N+](C)C)C.F[P-](F)(F)(F)(F)F.C1C=CC2N(O)N=NC=2C=1.CCN(C(C)C)C(C)C. Product: [CH3:1][C:2]1[C:3](=[O:27])[C:4]2[C:9]([C:10](=[O:26])[C:11]=1[CH:12]([C:33](=[O:35])[C@@H:29]([CH:30]([CH3:31])[CH3:32])[NH:28][C:36]([O:38][C:39]([CH3:42])([CH3:41])[CH3:40])=[O:37])[NH2:13])=[CH:8][CH:7]=[CH:6][CH:5]=2. The catalyst class is: 2. (4) Reactant: C([O:9][CH2:10][C@@H:11]1[C:15]([O:17]C(=O)C)([CH3:16])[C@:14]([F:22])([CH3:21])[CH:13]([N:23]2[CH:31]=[N:30][C:29]3[C:24]2=[N:25][CH:26]=[N:27][C:28]=3[NH:32][CH:33]2[CH2:37][CH2:36][CH2:35][CH2:34]2)[O:12]1)(=O)C1C=CC=CC=1.CO. Product: [CH:33]1([NH:32][C:28]2[N:27]=[CH:26][N:25]=[C:24]3[C:29]=2[N:30]=[CH:31][N:23]3[CH:13]2[O:12][C@H:11]([CH2:10][OH:9])[C:15]([CH3:16])([OH:17])[C@:14]2([F:22])[CH3:21])[CH2:34][CH2:35][CH2:36][CH2:37]1. The catalyst class is: 328. (5) Reactant: [N+:1]([C:4]1[CH:5]=[C:6]([CH2:10][C:11]([NH:13][C@H:14]([C:16]([OH:18])=O)[CH3:15])=[O:12])[CH:7]=[CH:8][CH:9]=1)([O-:3])=[O:2].[NH2:19][CH:20]([CH2:25][C:26]1[CH:31]=[CH:30][CH:29]=[C:28]([OH:32])[CH:27]=1)[C:21]([O:23][CH3:24])=[O:22]. Product: [N+:1]([C:4]1[CH:5]=[C:6]([CH2:10][C:11]([NH:13][C@H:14]([C:16]([NH:19][CH:20]([CH2:25][C:26]2[CH:31]=[CH:30][CH:29]=[C:28]([OH:32])[CH:27]=2)[C:21]([O:23][CH3:24])=[O:22])=[O:18])[CH3:15])=[O:12])[CH:7]=[CH:8][CH:9]=1)([O-:3])=[O:2]. The catalyst class is: 25. (6) Reactant: [C:1]1([S:7]([NH2:10])(=[O:9])=[O:8])[CH:6]=[CH:5][CH:4]=[CH:3][CH:2]=1.[H-].[Na+].Cl[C:14]1[N:19]=[C:18]([C:20]2[CH:32]=[CH:31][C:23]3[N:24]=[C:25]([NH:27][C:28](=[O:30])[CH3:29])[S:26][C:22]=3[CH:21]=2)[CH:17]=[CH:16][N:15]=1. The catalyst class is: 16. Product: [C:1]1([S:7]([NH:10][C:14]2[N:19]=[C:18]([C:20]3[CH:32]=[CH:31][C:23]4[N:24]=[C:25]([NH:27][C:28](=[O:30])[CH3:29])[S:26][C:22]=4[CH:21]=3)[CH:17]=[CH:16][N:15]=2)(=[O:9])=[O:8])[CH:6]=[CH:5][CH:4]=[CH:3][CH:2]=1. (7) Reactant: [C:1]([O:5][C:6]([C:8]1[CH:9]=[C:10]([CH:15]=[CH:16][C:17]=1[OH:18])[C:11]([O:13]C)=[O:12])=[O:7])([CH3:4])([CH3:3])[CH3:2].[OH-].[Na+].Cl. Product: [C:1]([O:5][C:6]([C:8]1[CH:9]=[C:10]([CH:15]=[CH:16][C:17]=1[OH:18])[C:11]([OH:13])=[O:12])=[O:7])([CH3:4])([CH3:2])[CH3:3]. The catalyst class is: 12.